This data is from Forward reaction prediction with 1.9M reactions from USPTO patents (1976-2016). The task is: Predict the product of the given reaction. (1) Given the reactants [CH:1]1([C:4]([N:6]2[CH2:11][CH2:10][N:9]([C:12]([O:14][C:15]([CH3:18])([CH3:17])[CH3:16])=[O:13])[CH2:8][CH:7]2[C:19]([O:21]C)=[O:20])=[O:5])[CH2:3][CH2:2]1.[OH-].[Na+:24], predict the reaction product. The product is: [CH:1]1([C:4]([N:6]2[CH2:11][CH2:10][N:9]([C:12]([O:14][C:15]([CH3:18])([CH3:16])[CH3:17])=[O:13])[CH2:8][CH:7]2[C:19]([O-:21])=[O:20])=[O:5])[CH2:3][CH2:2]1.[Na+:24]. (2) Given the reactants [Br:1][C:2]1[CH:3]=[C:4]([CH:15]=[CH:16][C:17]=1[O:18][CH3:19])[O:5][C:6]1[C:11]([CH3:12])=[CH:10][C:9]([NH2:13])=[CH:8][C:7]=1[CH3:14].N([O-])=O.[Na+].C([N:26]([C:32](=[O:36])[CH2:33][C:34]#[N:35])[C:27]([O:29][CH2:30][CH3:31])=[O:28])C.[N:37]1C=CC=CC=1, predict the reaction product. The product is: [CH2:30]([O:29][C:27](=[O:28])[NH:26][C:32](=[O:36])[C:33](=[N:37][NH:13][C:9]1[CH:10]=[C:11]([CH3:12])[C:6]([O:5][C:4]2[CH:15]=[CH:16][C:17]([O:18][CH3:19])=[C:2]([Br:1])[CH:3]=2)=[C:7]([CH3:14])[CH:8]=1)[C:34]#[N:35])[CH3:31]. (3) Given the reactants Br[C:2]1[C:10]2[N:9]3[CH2:11][CH2:12][CH2:13][NH:14][C:15](=[O:16])[C:8]3=[CH:7][C:6]=2[CH:5]=[C:4]([C:17]#[N:18])[CH:3]=1.[F:19][C:20]1[CH:25]=[C:24]([F:26])[CH:23]=[CH:22][C:21]=1B(O)O, predict the reaction product. The product is: [F:19][C:20]1[CH:25]=[C:24]([F:26])[CH:23]=[CH:22][C:21]=1[C:2]1[C:10]2[N:9]3[CH2:11][CH2:12][CH2:13][NH:14][C:15](=[O:16])[C:8]3=[CH:7][C:6]=2[CH:5]=[C:4]([C:17]#[N:18])[CH:3]=1. (4) The product is: [CH3:30][C:7]1[CH:8]=[C:9]([S:12][C@H:13]([CH3:29])[CH2:14][CH2:15][O:16][C:17]2[CH:22]=[CH:21][C:20]([O:23][C:24]([F:25])([F:26])[F:27])=[CH:19][C:18]=2[O:38][C:32]2[CH:37]=[CH:36][CH:35]=[CH:34][CH:33]=2)[CH:10]=[CH:11][C:6]=1[CH2:5][CH2:4][C:3]([OH:2])=[O:31]. Given the reactants C[O:2][C:3](=[O:31])[CH2:4][CH2:5][C:6]1[CH:11]=[CH:10][C:9]([S:12][CH:13]([CH3:29])[CH2:14][CH2:15][O:16][C:17]2[CH:22]=[CH:21][C:20]([O:23][C:24]([F:27])([F:26])[F:25])=[CH:19][C:18]=2Br)=[CH:8][C:7]=1[CH3:30].[C:32]1([OH:38])[CH:37]=[CH:36][CH:35]=[CH:34][CH:33]=1.CC(C)(C(=O)CC(=O)C(C)(C)C)C.C(=O)([O-])[O-].[Cs+].[Cs+].[OH-].[Na+], predict the reaction product. (5) Given the reactants Cl[C:2]1[N:10]=[CH:9][N:8]=[C:7]2[C:3]=1[N:4]=[C:5]([C:11]1[C:16]([Cl:17])=[CH:15][CH:14]=[CH:13][C:12]=1[Cl:18])[NH:6]2.[N:19]1[CH:24]=[CH:23][C:22]([NH2:25])=[N:21][CH:20]=1.CC1(C)C2C(=C(P(C3C=CC=CC=3)C3C=CC=CC=3)C=CC=2)OC2C(P(C3C=CC=CC=3)C3C=CC=CC=3)=CC=CC1=2.C([O-])([O-])=O.[Cs+].[Cs+], predict the reaction product. The product is: [Cl:18][C:12]1[CH:13]=[CH:14][CH:15]=[C:16]([Cl:17])[C:11]=1[C:5]1[NH:6][C:7]2[C:3]([N:4]=1)=[C:2]([NH:25][C:22]1[CH:23]=[CH:24][N:19]=[CH:20][N:21]=1)[N:10]=[CH:9][N:8]=2. (6) Given the reactants [Cl:1][C:2]1[CH:3]=[C:4]([NH:17][C:18]2[C:19]3[S:26][C:25]([C:27]#[C:28][C@@H:29]4[CH2:33][O:32]C(C)(C)[N:30]4C(OC(C)(C)C)=O)=[CH:24][C:20]=3[N:21]=[CH:22][N:23]=2)[CH:5]=[CH:6][C:7]=1[O:8][CH2:9][C:10]1[CH:15]=[CH:14][CH:13]=[C:12]([F:16])[CH:11]=1.FC(F)(F)C(O)=O, predict the reaction product. The product is: [NH2:30][C@H:29]([C:28]#[C:27][C:25]1[S:26][C:19]2[C:18]([NH:17][C:4]3[CH:5]=[CH:6][C:7]([O:8][CH2:9][C:10]4[CH:15]=[CH:14][CH:13]=[C:12]([F:16])[CH:11]=4)=[C:2]([Cl:1])[CH:3]=3)=[N:23][CH:22]=[N:21][C:20]=2[CH:24]=1)[CH2:33][OH:32]. (7) Given the reactants [Cl:1][C:2]1[CH:7]=[C:6]([N+:8]([O-:10])=[O:9])[CH:5]=[CH:4][C:3]=1F.[N:12]1([CH2:17][CH2:18][OH:19])[CH2:16][CH2:15][CH2:14][CH2:13]1.C(=O)([O-])[O-].[Cs+].[Cs+], predict the reaction product. The product is: [Cl:1][C:2]1[CH:7]=[C:6]([N+:8]([O-:10])=[O:9])[CH:5]=[CH:4][C:3]=1[O:19][CH2:18][CH2:17][N:12]1[CH2:16][CH2:15][CH2:14][CH2:13]1.